This data is from Reaction yield outcomes from USPTO patents with 853,638 reactions. The task is: Predict the reaction yield, written as a fraction of the theoretical maximum amount of product (1.0 means a 100% yield; for example, 0.34 means a 34% yield). (1) The reactants are [CH2:1]([O:8][C:9]1[C:14]([O:15][CH3:16])=[CH:13][C:12]([CH2:17][CH2:18][OH:19])=[CH:11][C:10]=1[O:20][CH3:21])[C:2]1[CH:7]=[CH:6][CH:5]=[CH:4][CH:3]=1.CC(OI1(OC(C)=O)(OC(C)=O)OC(=O)C2C=CC=CC1=2)=O.O. The catalyst is ClCCl. The product is [CH2:1]([O:8][C:9]1[C:14]([O:15][CH3:16])=[CH:13][C:12]([CH2:17][CH:18]=[O:19])=[CH:11][C:10]=1[O:20][CH3:21])[C:2]1[CH:3]=[CH:4][CH:5]=[CH:6][CH:7]=1. The yield is 0.550. (2) The reactants are [CH3:1][NH:2][C:3]([C:5]1([C:18]2[CH:23]=[CH:22][CH:21]=[CH:20][N:19]=2)[N:10]2[C:11](=[O:17])[NH:12][C:13]3=[CH:14][CH:15]=[CH:16][C:8](=[C:9]23)[O:7][CH2:6]1)=[O:4].[Br:24]N1C(=O)CCC1=O. The catalyst is C(#N)C.C(O)(=O)C.C(OCC)(=O)C. The product is [Br:24][C:16]1[C:8]2[O:7][CH2:6][C:5]([C:18]3[CH:23]=[CH:22][CH:21]=[CH:20][N:19]=3)([C:3]([NH:2][CH3:1])=[O:4])[N:10]3[C:11](=[O:17])[NH:12][C:13]([C:9]=23)=[CH:14][CH:15]=1. The yield is 0.500. (3) The reactants are [NH2:1][C:2]1[N:3]=[C:4]([NH:17][CH:18]2[CH2:23][CH2:22][N:21]([S:24]([CH2:27][CH2:28][CH2:29]I)(=[O:26])=[O:25])[CH2:20][CH2:19]2)[S:5][C:6]=1[C:7]([C:9]1[C:14]([F:15])=[CH:13][CH:12]=[CH:11][C:10]=1[F:16])=[O:8].[CH3:31][O:32][CH:33]1[CH2:38][CH2:37][NH:36][CH2:35][CH2:34]1.C(N(CC)C(C)C)(C)C. No catalyst specified. The product is [NH2:1][C:2]1[N:3]=[C:4]([NH:17][CH:18]2[CH2:23][CH2:22][N:21]([S:24]([CH2:27][CH2:28][CH2:29][N:36]3[CH2:37][CH2:38][CH:33]([O:32][CH3:31])[CH2:34][CH2:35]3)(=[O:26])=[O:25])[CH2:20][CH2:19]2)[S:5][C:6]=1[C:7]([C:9]1[C:14]([F:15])=[CH:13][CH:12]=[CH:11][C:10]=1[F:16])=[O:8]. The yield is 0.620. (4) The reactants are [Cl:1][C:2]1[C:3]([O:12][C:13]2[CH:18]=[C:17]([O:19][CH2:20][CH2:21][O:22][CH3:23])[CH:16]=[CH:15][C:14]=2/[CH:24]=[CH:25]/[C:26](O)=[O:27])=[N:4][CH:5]=[C:6]([C:8]([F:11])([F:10])[F:9])[CH:7]=1.Cl.C(N=C=NCCCN(C)C)C.[N:41]1[CH:46]=[CH:45][CH:44]=[CH:43][C:42]=1[S:47]([NH2:50])(=[O:49])=[O:48].Cl. The catalyst is C(#N)C.CN(C)C1C=CN=CC=1.C(OCC)(=O)C. The product is [Cl:1][C:2]1[C:3]([O:12][C:13]2[CH:18]=[C:17]([O:19][CH2:20][CH2:21][O:22][CH3:23])[CH:16]=[CH:15][C:14]=2/[CH:24]=[CH:25]/[C:26]([NH:50][S:47]([C:42]2[CH:43]=[CH:44][CH:45]=[CH:46][N:41]=2)(=[O:49])=[O:48])=[O:27])=[N:4][CH:5]=[C:6]([C:8]([F:10])([F:9])[F:11])[CH:7]=1. The yield is 0.130. (5) The reactants are [OH:1][C:2]1[CH:3]=[CH:4][C:5]([CH:8]=[C:9]2[NH:14][C:13](=[O:15])[C:12](=[CH:16][CH2:17][C:18]3[CH:23]=[CH:22][CH:21]=[CH:20]C=3)[NH:11][C:10]2=[O:24])=[N:6][CH:7]=1.[NH4+].[Cl-]. The catalyst is CN(C=O)C.[Zn]. The product is [CH2:16]([CH:12]1[NH:11][C:10](=[O:24])/[C:9](=[CH:8]/[C:5]2[CH:4]=[CH:3][C:2]([OH:1])=[CH:7][N:6]=2)/[NH:14][C:13]1=[O:15])[C:17]1[CH:18]=[CH:23][CH:22]=[CH:21][CH:20]=1. The yield is 0.780. (6) The reactants are [C:1]([O:5][C:6](=[O:30])[NH:7][C:8]([CH3:29])([CH3:28])[C:9]([N:11]1[CH2:16][CH2:15][N:14]([C:17]2[CH:18]=[N:19][C:20]3[C:25]([CH:26]=2)=[N:24][C:23](Cl)=[CH:22][CH:21]=3)[CH2:13][CH2:12]1)=[O:10])([CH3:4])([CH3:3])[CH3:2].[NH2:31][C:32]1[O:33][C:34]2[CH:40]=[CH:39][C:38](B(O)O)=[CH:37][C:35]=2[N:36]=1.C(=O)([O-])[O-].[Na+].[Na+]. The catalyst is O1CCOCC1.O.C1C=CC([P]([Pd]([P](C2C=CC=CC=2)(C2C=CC=CC=2)C2C=CC=CC=2)([P](C2C=CC=CC=2)(C2C=CC=CC=2)C2C=CC=CC=2)[P](C2C=CC=CC=2)(C2C=CC=CC=2)C2C=CC=CC=2)(C2C=CC=CC=2)C2C=CC=CC=2)=CC=1. The product is [C:1]([O:5][C:6](=[O:30])[NH:7][C:8]([CH3:29])([CH3:28])[C:9]([N:11]1[CH2:16][CH2:15][N:14]([C:17]2[CH:18]=[N:19][C:20]3[C:25]([CH:26]=2)=[N:24][C:23]([C:38]2[CH:39]=[CH:40][C:34]4[O:33][C:32]([NH2:31])=[N:36][C:35]=4[CH:37]=2)=[CH:22][CH:21]=3)[CH2:13][CH2:12]1)=[O:10])([CH3:4])([CH3:3])[CH3:2]. The yield is 0.372.